From a dataset of Reaction yield outcomes from USPTO patents with 853,638 reactions. Predict the reaction yield, written as a fraction of the theoretical maximum amount of product (1.0 means a 100% yield; for example, 0.34 means a 34% yield). (1) The reactants are Cl[C:2]1[C:7]([N+:8]([O-:10])=[O:9])=[CH:6][CH:5]=[C:4]([O:11][CH3:12])[N:3]=1.CO.[NH3:15]. No catalyst specified. The product is [CH3:12][O:11][C:4]1[N:3]=[C:2]([NH2:15])[C:7]([N+:8]([O-:10])=[O:9])=[CH:6][CH:5]=1. The yield is 0.840. (2) The reactants are CCN(C(C)C)C(C)C.[NH2:10][C:11]1([C:17]([NH:19][C@H:20]([C:24]2[CH:29]=[CH:28][C:27]([Cl:30])=[CH:26][CH:25]=2)[CH2:21][CH2:22][OH:23])=[O:18])[CH2:16][CH2:15][NH:14][CH2:13][CH2:12]1.Cl[C:32]1[N:37]=[CH:36][N:35]=[C:34]2[NH:38][N:39]=[CH:40][C:33]=12. The catalyst is C(O)CCC.CCOC(C)=O. The product is [NH2:10][C:11]1([C:17]([NH:19][C@H:20]([C:24]2[CH:29]=[CH:28][C:27]([Cl:30])=[CH:26][CH:25]=2)[CH2:21][CH2:22][OH:23])=[O:18])[CH2:16][CH2:15][N:14]([C:32]2[N:37]=[CH:36][N:35]=[C:34]3[NH:38][N:39]=[CH:40][C:33]=23)[CH2:13][CH2:12]1. The yield is 0.325. (3) The yield is 0.350. The catalyst is O1CCCC1.CN1CCCN(C)C1=O. The reactants are C(NC(C)C)(C)C.C([Li])CCC.[CH3:13][S:14][C:15]1[CH:20]=[CH:19][C:18]([CH2:21][C:22]([OH:24])=[O:23])=[CH:17][CH:16]=1.I[CH2:26][CH:27]1[CH2:31][CH2:30][CH2:29][CH2:28]1. The product is [CH:27]1([CH2:26][CH:21]([C:18]2[CH:17]=[CH:16][C:15]([S:14][CH3:13])=[CH:20][CH:19]=2)[C:22]([OH:24])=[O:23])[CH2:31][CH2:30][CH2:29][CH2:28]1. (4) The reactants are [F:1][C:2]1[CH:3]=[C:4]([CH:11]=[CH:12][C:13]=1[N+:14]([O-:16])=[O:15])[C:5](N(OC)C)=[O:6].[CH3:17][CH:18](C[AlH]CC(C)C)C. The catalyst is C1COCC1.Cl.CCOC(C)=O. The product is [CH2:17]([C:3]1[C:2]([F:1])=[C:13]([N+:14]([O-:16])=[O:15])[CH:12]=[CH:11][C:4]=1[CH:5]=[O:6])[CH3:18]. The yield is 0.880. (5) The reactants are [CH3:1][O:2][C:3](=[O:25])[CH2:4][C:5]1(O)[C:14]2[C:9](=[CH:10][C:11]([S:15]([C:18]3[CH:23]=[CH:22][CH:21]=[CH:20][CH:19]=3)(=[O:17])=[O:16])=[CH:12][CH:13]=2)[CH2:8][CH2:7][CH2:6]1.C1(C)C=CC(S(O)(=O)=O)=CC=1.CCOC(C)=O. The catalyst is C1C=CC=CC=1. The product is [CH3:1][O:2][C:3](=[O:25])[CH:4]=[C:5]1[C:14]2[C:9](=[CH:10][C:11]([S:15]([C:18]3[CH:19]=[CH:20][CH:21]=[CH:22][CH:23]=3)(=[O:16])=[O:17])=[CH:12][CH:13]=2)[CH2:8][CH2:7][CH2:6]1. The yield is 0.812. (6) The reactants are [F:1][CH:2]([F:22])[C:3]1[N:7]([C:8]2[N:13]=[C:12](Cl)[CH:11]=[C:10]([Cl:15])[N:9]=2)[C:6]2[CH:16]=[CH:17][CH:18]=[C:19]([O:20][CH3:21])[C:5]=2[N:4]=1.[CH3:23][C@H:24]1[O:29][C@@H:28]([CH3:30])[CH2:27][NH:26][CH2:25]1.C(=O)([O-])[O-].[K+].[K+].O. The yield is 0.950. The product is [Cl:15][C:10]1[CH:11]=[C:12]([N:26]2[CH2:25][C@@H:24]([CH3:23])[O:29][C@@H:28]([CH3:30])[CH2:27]2)[N:13]=[C:8]([N:7]2[C:6]3[CH:16]=[CH:17][CH:18]=[C:19]([O:20][CH3:21])[C:5]=3[N:4]=[C:3]2[CH:2]([F:22])[F:1])[N:9]=1. The catalyst is CN(C=O)C.